The task is: Regression. Given two drug SMILES strings and cell line genomic features, predict the synergy score measuring deviation from expected non-interaction effect.. This data is from NCI-60 drug combinations with 297,098 pairs across 59 cell lines. (1) Drug 1: COC1=CC(=CC(=C1O)OC)C2C3C(COC3=O)C(C4=CC5=C(C=C24)OCO5)OC6C(C(C7C(O6)COC(O7)C8=CC=CS8)O)O. Drug 2: CC1=C(C(=O)C2=C(C1=O)N3CC4C(C3(C2COC(=O)N)OC)N4)N. Cell line: CCRF-CEM. Synergy scores: CSS=70.5, Synergy_ZIP=1.94, Synergy_Bliss=1.84, Synergy_Loewe=0.640, Synergy_HSA=4.53. (2) Drug 1: C1CCC(C1)C(CC#N)N2C=C(C=N2)C3=C4C=CNC4=NC=N3. Drug 2: C1CC(=O)NC(=O)C1N2C(=O)C3=CC=CC=C3C2=O. Cell line: NCI-H522. Synergy scores: CSS=6.23, Synergy_ZIP=-2.49, Synergy_Bliss=2.23, Synergy_Loewe=-3.04, Synergy_HSA=1.47. (3) Cell line: COLO 205. Drug 1: CC1OCC2C(O1)C(C(C(O2)OC3C4COC(=O)C4C(C5=CC6=C(C=C35)OCO6)C7=CC(=C(C(=C7)OC)O)OC)O)O. Drug 2: B(C(CC(C)C)NC(=O)C(CC1=CC=CC=C1)NC(=O)C2=NC=CN=C2)(O)O. Synergy scores: CSS=56.3, Synergy_ZIP=1.34, Synergy_Bliss=3.86, Synergy_Loewe=5.77, Synergy_HSA=5.40. (4) Drug 1: C1=NC2=C(N1)C(=S)N=C(N2)N. Drug 2: CC1CCC2CC(C(=CC=CC=CC(CC(C(=O)C(C(C(=CC(C(=O)CC(OC(=O)C3CCCCN3C(=O)C(=O)C1(O2)O)C(C)CC4CCC(C(C4)OC)OCCO)C)C)O)OC)C)C)C)OC. Cell line: OVCAR3. Synergy scores: CSS=47.1, Synergy_ZIP=-6.04, Synergy_Bliss=-8.29, Synergy_Loewe=-4.18, Synergy_HSA=-3.53.